Dataset: Forward reaction prediction with 1.9M reactions from USPTO patents (1976-2016). Task: Predict the product of the given reaction. (1) Given the reactants [CH3:1][N:2]([C:21]1[C:26]([CH3:27])=[CH:25][N:24]=[C:23]([NH:28][C:29]2[CH:30]=[N:31][N:32]([CH3:34])[CH:33]=2)[N:22]=1)[CH:3]1[CH2:20][CH2:19][C:6]2([CH2:11][CH2:10][N:9](C(OC(C)(C)C)=O)[CH2:8][CH2:7]2)[CH2:5][CH2:4]1.Cl.CCOC(C)=O.C([O-])(O)=O.[Na+], predict the reaction product. The product is: [CH3:1][N:2]([CH:3]1[CH2:20][CH2:19][C:6]2([CH2:11][CH2:10][NH:9][CH2:8][CH2:7]2)[CH2:5][CH2:4]1)[C:21]1[C:26]([CH3:27])=[CH:25][N:24]=[C:23]([NH:28][C:29]2[CH:30]=[N:31][N:32]([CH3:34])[CH:33]=2)[N:22]=1. (2) Given the reactants [F:1][C:2]1[CH:3]=[C:4]([NH:13][C:14]([C@H:16]2[C:25]3[C:20](=[CH:21][C:22]([O:26][CH3:27])=[CH:23][CH:24]=3)[CH2:19][CH2:18][N:17]2[C:28]([CH:30]2[CH2:33][CH:32]([CH2:34][C:35]([O:37]C(C)(C)C)=[O:36])[CH2:31]2)=[O:29])=[O:15])[CH:5]=[C:6]([F:12])[C:7]=1[Si:8]([CH3:11])([CH3:10])[CH3:9].C(=O)([O-])O.[Na+], predict the reaction product. The product is: [F:1][C:2]1[CH:3]=[C:4]([NH:13][C:14]([C@H:16]2[C:25]3[C:20](=[CH:21][C:22]([O:26][CH3:27])=[CH:23][CH:24]=3)[CH2:19][CH2:18][N:17]2[C:28]([CH:30]2[CH2:33][CH:32]([CH2:34][C:35]([OH:37])=[O:36])[CH2:31]2)=[O:29])=[O:15])[CH:5]=[C:6]([F:12])[C:7]=1[Si:8]([CH3:10])([CH3:11])[CH3:9]. (3) Given the reactants [CH:1]1([C:4]2[N:9]=[C:8]([C:10]3[C:18]4[C:13](=[CH:14][CH:15]=[C:16]([C:19]5[O:20][C:21]([NH:24][CH:25]([CH3:27])[CH3:26])=[N:22][N:23]=5)[CH:17]=4)[N:12](S(C4C=CC(C)=CC=4)(=O)=O)[CH:11]=3)[N:7]=[C:6]([C:38]([O:40]C)=[O:39])[CH:5]=2)[CH2:3][CH2:2]1.[OH-].[Na+], predict the reaction product. The product is: [CH:1]1([C:4]2[N:9]=[C:8]([C:10]3[C:18]4[C:13](=[CH:14][CH:15]=[C:16]([C:19]5[O:20][C:21]([NH:24][CH:25]([CH3:27])[CH3:26])=[N:22][N:23]=5)[CH:17]=4)[NH:12][CH:11]=3)[N:7]=[C:6]([C:38]([OH:40])=[O:39])[CH:5]=2)[CH2:2][CH2:3]1. (4) The product is: [ClH:35].[CH3:1][C:2]1[CH:7]=[CH:6][C:5]([S:8]([NH:11][C:12]2[C:21]3[C:16](=[CH:17][CH:18]=[CH:19][CH:20]=3)[C:15]([N:22]3[CH2:27][CH2:26][NH:25][CH2:24][CH2:23]3)=[CH:14][CH:13]=2)(=[O:10])=[O:9])=[CH:4][CH:3]=1. Given the reactants [CH3:1][C:2]1[CH:7]=[CH:6][C:5]([S:8]([NH:11][C:12]2[C:21]3[C:16](=[CH:17][CH:18]=[CH:19][CH:20]=3)[C:15]([N:22]3[CH2:27][CH2:26][N:25](C(OC(C)(C)C)=O)[CH2:24][CH2:23]3)=[CH:14][CH:13]=2)(=[O:10])=[O:9])=[CH:4][CH:3]=1.[ClH:35], predict the reaction product. (5) Given the reactants [F:1][C:2]1[C:7]([I:8])=[CH:6][C:5]([OH:9])=[C:4]([CH3:10])[CH:3]=1.[C:11]([O-])([O-])=O.[K+].[K+].IC.CCOC(C)=O.CCCCCC, predict the reaction product. The product is: [CH3:11][O:9][C:5]1[CH:6]=[C:7]([I:8])[C:2]([F:1])=[CH:3][C:4]=1[CH3:10]. (6) Given the reactants [CH2:1]([O:5][C:6]1[CH:11]=[CH:10][C:9]([CH2:12][CH2:13][C:14](OCC)=[O:15])=[C:8]([O:19][C:20]2[CH:25]=[CH:24][C:23]([C:26]([F:29])([F:28])[F:27])=[CH:22][N:21]=2)[CH:7]=1)[CH2:2][CH2:3][CH3:4].[H-].[Al+3].[Li+].[H-].[H-].[H-].O.O.O.O.O.O.O.O.O.O.S([O-])([O-])(=O)=O.[Na+].[Na+], predict the reaction product. The product is: [CH2:1]([O:5][C:6]1[CH:11]=[CH:10][C:9]([CH2:12][CH2:13][CH2:14][OH:15])=[C:8]([O:19][C:20]2[CH:25]=[CH:24][C:23]([C:26]([F:29])([F:27])[F:28])=[CH:22][N:21]=2)[CH:7]=1)[CH2:2][CH2:3][CH3:4].